Dataset: Forward reaction prediction with 1.9M reactions from USPTO patents (1976-2016). Task: Predict the product of the given reaction. (1) Given the reactants [N:1]1([C:6]2[N:11]=[CH:10][C:9]([NH:12][C:13](=[O:21])OC3C=CC=CC=3)=[CH:8][CH:7]=2)[CH2:5][CH2:4][CH2:3][CH2:2]1.[Cl:22][C:23]1[CH:24]=[C:25]([N:29]2[C:33]([CH2:34][NH2:35])=[CH:32][C:31]([C:36]([F:39])([F:38])[F:37])=[N:30]2)[CH:26]=[CH:27][CH:28]=1.C(N(CC)CC)C, predict the reaction product. The product is: [Cl:22][C:23]1[CH:24]=[C:25]([N:29]2[C:33]([CH2:34][NH:35][C:13]([NH:12][C:9]3[CH:10]=[N:11][C:6]([N:1]4[CH2:2][CH2:3][CH2:4][CH2:5]4)=[CH:7][CH:8]=3)=[O:21])=[CH:32][C:31]([C:36]([F:37])([F:38])[F:39])=[N:30]2)[CH:26]=[CH:27][CH:28]=1. (2) Given the reactants C(OC([N:8]1[CH2:13][CH:12]=[C:11]([C:14]2[CH:19]=[CH:18][C:17]([NH:20][C:21]([O:23][CH2:24][C:25]3[CH:30]=[CH:29][CH:28]=[CH:27][CH:26]=3)=[O:22])=[CH:16][CH:15]=2)[CH2:10][CH2:9]1)=O)(C)(C)C.[OH-].[Na+], predict the reaction product. The product is: [CH2:24]([O:23][C:21](=[O:22])[NH:20][C:17]1[CH:18]=[CH:19][C:14]([C:11]2[CH2:12][CH2:13][NH:8][CH2:9][CH:10]=2)=[CH:15][CH:16]=1)[C:25]1[CH:30]=[CH:29][CH:28]=[CH:27][CH:26]=1.